This data is from Peptide-MHC class II binding affinity with 134,281 pairs from IEDB. The task is: Regression. Given a peptide amino acid sequence and an MHC pseudo amino acid sequence, predict their binding affinity value. This is MHC class II binding data. (1) The peptide sequence is LVGPTPVNIIGRNLMTQIGC. The MHC is DRB1_0301 with pseudo-sequence DRB1_0301. The binding affinity (normalized) is 0. (2) The peptide sequence is ANWIEIMRIKKLTIT. The MHC is DRB1_1302 with pseudo-sequence DRB1_1302. The binding affinity (normalized) is 0.554. (3) The MHC is HLA-DPA10301-DPB10402 with pseudo-sequence HLA-DPA10301-DPB10402. The binding affinity (normalized) is 0.393. The peptide sequence is FNFSQDDLLTEDVMI. (4) The peptide sequence is INEPTAALIAYGLDR. The MHC is HLA-DQA10401-DQB10402 with pseudo-sequence HLA-DQA10401-DQB10402. The binding affinity (normalized) is 0.492. (5) The peptide sequence is ITQFILEHRAKGSCKYALPLRIPPSACLSPQ. The MHC is DRB1_1501 with pseudo-sequence DRB1_1501. The binding affinity (normalized) is 0.600. (6) The binding affinity (normalized) is 0. The peptide sequence is VHAVKPVTEEPGMAK. The MHC is HLA-DPA10201-DPB10501 with pseudo-sequence HLA-DPA10201-DPB10501. (7) The peptide sequence is AHNGRLITANPVVTK. The MHC is DRB1_0802 with pseudo-sequence DRB1_0802. The binding affinity (normalized) is 0.574.